The task is: Predict the product of the given reaction.. This data is from Forward reaction prediction with 1.9M reactions from USPTO patents (1976-2016). Given the reactants [NH2:1][NH:2][C:3]([NH2:5])=[S:4].[C:6]([C:14]([OH:16])=O)(=O)[C:7]1[CH:12]=[CH:11][CH:10]=[CH:9][CH:8]=1.[OH-].[K+].[CH3:19]I, predict the reaction product. The product is: [CH3:19][S:4][C:3]1[NH:5][C:14](=[O:16])[C:6]([C:7]2[CH:12]=[CH:11][CH:10]=[CH:9][CH:8]=2)=[N:1][N:2]=1.